From a dataset of NCI-60 drug combinations with 297,098 pairs across 59 cell lines. Regression. Given two drug SMILES strings and cell line genomic features, predict the synergy score measuring deviation from expected non-interaction effect. (1) Drug 1: CCC1=C2CN3C(=CC4=C(C3=O)COC(=O)C4(CC)O)C2=NC5=C1C=C(C=C5)O. Drug 2: C(CC(=O)O)C(=O)CN.Cl. Cell line: CAKI-1. Synergy scores: CSS=44.8, Synergy_ZIP=-2.15, Synergy_Bliss=-0.365, Synergy_Loewe=0.0522, Synergy_HSA=-0.229. (2) Drug 1: COC1=C(C=C2C(=C1)N=CN=C2NC3=CC(=C(C=C3)F)Cl)OCCCN4CCOCC4. Drug 2: CCCCC(=O)OCC(=O)C1(CC(C2=C(C1)C(=C3C(=C2O)C(=O)C4=C(C3=O)C=CC=C4OC)O)OC5CC(C(C(O5)C)O)NC(=O)C(F)(F)F)O. Cell line: MCF7. Synergy scores: CSS=10.7, Synergy_ZIP=-3.03, Synergy_Bliss=-1.25, Synergy_Loewe=1.12, Synergy_HSA=0.663. (3) Drug 1: CC1=C2C(C(=O)C3(C(CC4C(C3C(C(C2(C)C)(CC1OC(=O)C(C(C5=CC=CC=C5)NC(=O)OC(C)(C)C)O)O)OC(=O)C6=CC=CC=C6)(CO4)OC(=O)C)OC)C)OC. Drug 2: C1CC(C1)(C(=O)O)C(=O)O.[NH2-].[NH2-].[Pt+2]. Cell line: SN12C. Synergy scores: CSS=56.8, Synergy_ZIP=5.45, Synergy_Bliss=6.85, Synergy_Loewe=1.85, Synergy_HSA=11.2.